Dataset: Forward reaction prediction with 1.9M reactions from USPTO patents (1976-2016). Task: Predict the product of the given reaction. (1) Given the reactants [N:1]1([CH:14]2[CH2:19][CH2:18][NH:17][CH2:16][CH2:15]2)[CH2:6][CH2:5][CH:4]([O:7][CH2:8][C:9]([O:11][CH2:12][CH3:13])=[O:10])[CH2:3][CH2:2]1.[O:20]=[C:21]1[N:27]([CH:28]2[CH2:33][CH2:32][N:31]([C:34]([O:36][C@@H:37]([C:55](O)=[O:56])[CH2:38][C:39]3[CH:44]=[C:43]([CH3:45])[C:42]([O:46][CH2:47][C:48]4[CH:53]=[CH:52][CH:51]=[CH:50][CH:49]=4)=[C:41]([CH3:54])[CH:40]=3)=[O:35])[CH2:30][CH2:29]2)[CH2:26][CH2:25][C:24]2[CH:58]=[CH:59][CH:60]=[CH:61][C:23]=2[NH:22]1.CN(C(ON1N=NC2C=CC=CC1=2)=[N+](C)C)C.[B-](F)(F)(F)F.C(N(CC)CC)C.C([O-])(O)=O.[Na+], predict the reaction product. The product is: [O:20]=[C:21]1[N:27]([CH:28]2[CH2:33][CH2:32][N:31]([C:34]([O:36][C@H:37]([CH2:38][C:39]3[CH:44]=[C:43]([CH3:45])[C:42]([O:46][CH2:47][C:48]4[CH:53]=[CH:52][CH:51]=[CH:50][CH:49]=4)=[C:41]([CH3:54])[CH:40]=3)[C:55]([N:17]3[CH2:16][CH2:15][CH:14]([N:1]4[CH2:2][CH2:3][CH:4]([O:7][CH2:8][C:9]([O:11][CH2:12][CH3:13])=[O:10])[CH2:5][CH2:6]4)[CH2:19][CH2:18]3)=[O:56])=[O:35])[CH2:30][CH2:29]2)[CH2:26][CH2:25][C:24]2[CH:58]=[CH:59][CH:60]=[CH:61][C:23]=2[NH:22]1. (2) Given the reactants [CH3:1][O:2][C:3]1[CH:4]=[C:5]([C:11]2[C@@H:20]3[C@@H:15]([CH2:16][CH2:17][CH2:18][CH2:19]3)[C:14](=[O:21])[N:13]([CH:22]3[CH2:27][CH2:26][N:25]([C:28](=[O:44])[C@@H:29]([NH:36]C(=O)OC(C)(C)C)[CH2:30][N:31]4[CH:35]=[CH:34][CH:33]=[N:32]4)[CH2:24][CH2:23]3)[N:12]=2)[CH:6]=[CH:7][C:8]=1[O:9][CH3:10].[ClH:45], predict the reaction product. The product is: [ClH:45].[NH2:36][C@@H:29]([CH2:30][N:31]1[CH:35]=[CH:34][CH:33]=[N:32]1)[C:28]([N:25]1[CH2:24][CH2:23][CH:22]([N:13]2[N:12]=[C:11]([C:5]3[CH:6]=[CH:7][C:8]([O:9][CH3:10])=[C:3]([O:2][CH3:1])[CH:4]=3)[C@@H:20]3[C@@H:15]([CH2:16][CH2:17][CH2:18][CH2:19]3)[C:14]2=[O:21])[CH2:27][CH2:26]1)=[O:44]. (3) Given the reactants [CH:1]1([C:7]2[C:8]3[CH:9]=[CH:10][C:11]([C:27](O)=[O:28])=[CH:12][C:13]=3[N:14]3[CH2:21][CH2:20][N:19]([CH3:22])[CH2:18][C:17]4[CH:23]=[CH:24][CH:25]=[CH:26][C:16]=4[C:15]=23)[CH2:6][CH2:5][CH2:4][CH2:3][CH2:2]1.[NH2:30][C:31]1([C:36]([NH:38][C:39]2[CH:44]=[CH:43][C:42](/[CH:45]=[CH:46]/[C:47]([O:49]CC)=[O:48])=[CH:41][CH:40]=2)=[O:37])[CH2:35][CH2:34][CH2:33][CH2:32]1, predict the reaction product. The product is: [CH:1]1([C:7]2[C:8]3[CH:9]=[CH:10][C:11]([C:27]([NH:30][C:31]4([C:36]([NH:38][C:39]5[CH:40]=[CH:41][C:42](/[CH:45]=[CH:46]/[C:47]([OH:49])=[O:48])=[CH:43][CH:44]=5)=[O:37])[CH2:32][CH2:33][CH2:34][CH2:35]4)=[O:28])=[CH:12][C:13]=3[N:14]3[CH2:21][CH2:20][N:19]([CH3:22])[CH2:18][C:17]4[CH:23]=[CH:24][CH:25]=[CH:26][C:16]=4[C:15]=23)[CH2:2][CH2:3][CH2:4][CH2:5][CH2:6]1. (4) Given the reactants [Cl:1][C:2]1[CH:3]=[C:4]([C:8]2[O:12][N:11]=[C:10]([C@H:13]([O:15][C:16]3[N:17]([CH3:27])[C:18]([C:21]4[CH:26]=[CH:25][N:24]=[CH:23][CH:22]=4)=[N:19][N:20]=3)[CH3:14])[CH:9]=2)[CH:5]=[CH:6][CH:7]=1.P([O-])([O-])([O-])=O, predict the reaction product. The product is: [ClH:1].[Cl:1][C:2]1[CH:3]=[C:4]([C:8]2[O:12][N:11]=[C:10]([C@H:13]([O:15][C:16]3[N:17]([CH3:27])[C:18]([C:21]4[CH:22]=[CH:23][N:24]=[CH:25][CH:26]=4)=[N:19][N:20]=3)[CH3:14])[CH:9]=2)[CH:5]=[CH:6][CH:7]=1. (5) Given the reactants Cl[C:2]1[CH:7]=[CH:6][N:5]=[CH:4][C:3]=1[C:8]#[N:9].[CH3:10][O:11][C:12]1[CH:17]=[CH:16][C:15]([C:18]#[CH:19])=[CH:14][CH:13]=1.C(N(CC)CC)C.O, predict the reaction product. The product is: [CH3:10][O:11][C:12]1[CH:17]=[CH:16][C:15]([C:18]#[C:19][C:2]2[CH:7]=[CH:6][N:5]=[CH:4][C:3]=2[C:8]#[N:9])=[CH:14][CH:13]=1. (6) Given the reactants [CH3:1][O:2][C:3]1[C:12]([O:13][CH3:14])=[C:11]2[C:6]([C:7]([NH:15][C@@H:16]3[CH2:20][CH2:19][O:18][CH2:17]3)=[N:8][CH:9]=[N:10]2)=[CH:5][CH:4]=1.[H-].[Na+].Br[CH2:24][CH:25]1[CH2:27][CH2:26]1, predict the reaction product. The product is: [CH:25]1([CH2:24][N:15]([C@@H:16]2[CH2:20][CH2:19][O:18][CH2:17]2)[C:7]2[C:6]3[C:11](=[C:12]([O:13][CH3:14])[C:3]([O:2][CH3:1])=[CH:4][CH:5]=3)[N:10]=[CH:9][N:8]=2)[CH2:27][CH2:26]1. (7) Given the reactants C1(S([N:10]2[CH:14]=[C:13]([C:15]([C:17]3[CH:22]=[C:21]([O:23][CH3:24])[C:20]([O:25][CH3:26])=[C:19]([O:27][CH3:28])[CH:18]=3)=[O:16])[N:12]=[C:11]2[C:29]2[CH:30]=[C:31]3[C:35](=[CH:36][CH:37]=2)[N:34](S(C2C=CC=CC=2)(=O)=O)[C:33]([C:47](=[O:60])[C:48]2[CH:53]=[C:52]([O:54][CH3:55])[C:51]([O:56][CH3:57])=[C:50]([O:58][CH3:59])[CH:49]=2)=[CH:32]3)(=O)=O)C=CC=CC=1.[OH-].[Na+].O, predict the reaction product. The product is: [CH3:24][O:23][C:21]1[CH:22]=[C:17]([CH:18]=[C:19]([O:27][CH3:28])[C:20]=1[O:25][CH3:26])[C:15]([C:13]1[N:12]=[C:11]([C:29]2[CH:30]=[C:31]3[C:35](=[CH:36][CH:37]=2)[NH:34][C:33]([C:47]([C:48]2[CH:49]=[C:50]([O:58][CH3:59])[C:51]([O:56][CH3:57])=[C:52]([O:54][CH3:55])[CH:53]=2)=[O:60])=[CH:32]3)[NH:10][CH:14]=1)=[O:16].